Dataset: Peptide-MHC class I binding affinity with 185,985 pairs from IEDB/IMGT. Task: Regression. Given a peptide amino acid sequence and an MHC pseudo amino acid sequence, predict their binding affinity value. This is MHC class I binding data. (1) The peptide sequence is NSSKVSQNY. The MHC is HLA-A30:01 with pseudo-sequence HLA-A30:01. The binding affinity (normalized) is 0. (2) The peptide sequence is YQRALHTSI. The MHC is HLA-B15:42 with pseudo-sequence HLA-B15:42. The binding affinity (normalized) is 0.0847. (3) The peptide sequence is GLFDFVNFVK. The MHC is HLA-A33:01 with pseudo-sequence HLA-A33:01. The binding affinity (normalized) is 0.344. (4) The peptide sequence is FVMPIFEQI. The MHC is HLA-B58:01 with pseudo-sequence HLA-B58:01. The binding affinity (normalized) is 0.213. (5) The MHC is H-2-Db with pseudo-sequence H-2-Db. The peptide sequence is INLVFQNAI. The binding affinity (normalized) is 0.161. (6) The peptide sequence is SEAAYAKKI. The MHC is HLA-B40:02 with pseudo-sequence HLA-B40:02. The binding affinity (normalized) is 0.508. (7) The peptide sequence is LLFLAFVVFL. The MHC is HLA-A02:01 with pseudo-sequence HLA-A02:01. The binding affinity (normalized) is 0.600. (8) The peptide sequence is VAAEMEEALR. The MHC is HLA-A68:01 with pseudo-sequence HLA-A68:01. The binding affinity (normalized) is 0.552. (9) The peptide sequence is LVNSIQRRTLD. The MHC is H-2-Db with pseudo-sequence H-2-Db. The binding affinity (normalized) is 0.382. (10) The peptide sequence is APRRRDEEL. The MHC is HLA-B58:01 with pseudo-sequence HLA-B58:01. The binding affinity (normalized) is 0.0847.